From a dataset of Full USPTO retrosynthesis dataset with 1.9M reactions from patents (1976-2016). Predict the reactants needed to synthesize the given product. Given the product [NH2:1][C:4]1[CH:9]=[CH:8][CH:7]=[CH:6][C:5]=1[S:10]([NH:13][C:14]([CH3:32])([CH3:31])[C:15]([NH:17][CH:18]1[CH:25]2[CH2:26][C:21]3([C:28]([NH2:30])=[O:29])[CH2:22][CH:23]([CH2:27][CH:19]1[CH2:20]3)[CH2:24]2)=[O:16])(=[O:11])=[O:12], predict the reactants needed to synthesize it. The reactants are: [N+:1]([C:4]1[CH:9]=[CH:8][CH:7]=[CH:6][C:5]=1[S:10]([NH:13][C:14]([CH3:32])([CH3:31])[C:15]([NH:17][CH:18]1[CH:25]2[CH2:26][C:21]3([C:28]([NH2:30])=[O:29])[CH2:22][CH:23]([CH2:27][CH:19]1[CH2:20]3)[CH2:24]2)=[O:16])(=[O:12])=[O:11])([O-])=O.